Dataset: Catalyst prediction with 721,799 reactions and 888 catalyst types from USPTO. Task: Predict which catalyst facilitates the given reaction. (1) Reactant: [CH3:1][O:2][C:3]1[CH:8]=[CH:7][N:6]2[N:9]=[C:10]([C:17]3[CH:22]=[CH:21][CH:20]=[CH:19][CH:18]=3)[C:11](C(OCC)=O)=[C:5]2[CH:4]=1.[OH-].[Na+]. Product: [CH3:1][O:2][C:3]1[CH:8]=[CH:7][N:6]2[N:9]=[C:10]([C:17]3[CH:18]=[CH:19][CH:20]=[CH:21][CH:22]=3)[CH:11]=[C:5]2[CH:4]=1. The catalyst class is: 5. (2) Reactant: N1CCCCC1.[CH3:7][O:8][C:9]1[CH:10]=[C:11]([CH:14]=[CH:15][C:16]=1[O:17][C:18]#[C:19][CH2:20][CH2:21][CH3:22])[CH:12]=O.C([CH2:26][C:27]([NH:29][C:30]1[CH:38]=[CH:37][CH:36]=[CH:35][C:31]=1[C:32]([OH:34])=[O:33])=[O:28])(O)=O.Cl. Product: [CH3:7][O:8][C:9]1[CH:10]=[C:11](/[CH:12]=[CH:26]/[C:27]([NH:29][C:30]2[CH:38]=[CH:37][CH:36]=[CH:35][C:31]=2[C:32]([OH:34])=[O:33])=[O:28])[CH:14]=[CH:15][C:16]=1[O:17][CH2:18][CH2:19][CH2:20][C:21]#[CH:22]. The catalyst class is: 11. (3) Reactant: [OH:1][C:2]1[CH:11]=[CH:10][C:9]2[O:8][C:7](=[O:12])[CH:6]=[CH:5][C:4]=2[C:3]=1[C:13]([O:15][CH3:16])=[O:14].[C:17](=O)([O-])[O-].[K+].[K+].CI.O. Product: [CH3:17][O:1][C:2]1[CH:11]=[CH:10][C:9]2[O:8][C:7](=[O:12])[CH:6]=[CH:5][C:4]=2[C:3]=1[C:13]([O:15][CH3:16])=[O:14]. The catalyst class is: 3. (4) Reactant: Cl.[CH2:2]1[C:6]2([CH2:11][CH2:10][NH:9][CH2:8][CH2:7]2)[CH2:5][CH2:4][N:3]1[C:12]([O:14][C:15]([CH3:18])([CH3:17])[CH3:16])=[O:13].[C:19]1(=O)[CH2:24][CH2:23][CH2:22][CH2:21][CH2:20]1.[Na].[OH-].[Na+]. Product: [CH:19]1([N:9]2[CH2:8][CH2:7][C:6]3([CH2:2][N:3]([C:12]([O:14][C:15]([CH3:18])([CH3:17])[CH3:16])=[O:13])[CH2:4][CH2:5]3)[CH2:11][CH2:10]2)[CH2:24][CH2:23][CH2:22][CH2:21][CH2:20]1. The catalyst class is: 211. (5) Reactant: [H-].[Na+].[N:3]1([CH2:8][CH2:9][O:10][CH2:11][C:12]2[CH:17]=[CH:16][C:15]([OH:18])=[CH:14][CH:13]=2)[CH:7]=[CH:6][N:5]=[N:4]1.Cl[CH2:20][C:21]1[N:22]=[C:23]([CH:26]=[CH:27][C:28]2[CH:33]=[CH:32][C:31]([S:34][C:35]([F:38])([F:37])[F:36])=[CH:30][CH:29]=2)[O:24][CH:25]=1.O. Product: [F:38][C:35]([S:34][C:31]1[CH:32]=[CH:33][C:28](/[CH:27]=[CH:26]/[C:23]2[O:24][CH:25]=[C:21]([CH2:20][O:18][C:15]3[CH:14]=[CH:13][C:12]([CH2:11][O:10][CH2:9][CH2:8][N:3]4[CH:7]=[CH:6][N:5]=[N:4]4)=[CH:17][CH:16]=3)[N:22]=2)=[CH:29][CH:30]=1)([F:36])[F:37]. The catalyst class is: 3. (6) Reactant: Br[C:2]1[CH:7]=[CH:6][N:5]=[C:4]2[NH:8][C:9]([C:11]([CH3:14])([CH3:13])[CH3:12])=[CH:10][C:3]=12.[H-].[Na+].[Li].[B:18](OC(C)C)([O:23]C(C)C)[O:19]C(C)C.[Cl-].[NH4+]. Product: [CH3:12][C:11]([C:9]1[NH:8][C:4]2=[N:5][CH:6]=[CH:7][C:2]([B:18]([OH:23])[OH:19])=[C:3]2[CH:10]=1)([CH3:14])[CH3:13]. The catalyst class is: 1. (7) Reactant: [O:1]([C:3]1[CH:8]=[CH:7][CH:6]=[CH:5][C:4]=1[SH:9])[CH3:2].Cl[CH2:11][C:12](=O)[CH3:13].C([O-])([O-])=O.[K+].[K+]. The catalyst class is: 21. Product: [CH3:2][O:1][C:3]1[C:4]2[S:9][CH:11]=[C:12]([CH3:13])[C:5]=2[CH:6]=[CH:7][CH:8]=1.